This data is from Catalyst prediction with 721,799 reactions and 888 catalyst types from USPTO. The task is: Predict which catalyst facilitates the given reaction. (1) Reactant: [OH:1][C:2]1[CH:14]=[CH:13][C:5]([C:6]([O:8][C:9]([CH3:12])([CH3:11])[CH3:10])=[O:7])=[CH:4][C:3]=1[NH2:15]. Product: [CH3:9][O:8][C:6](=[O:7])[CH2:5][CH:4]1[CH2:3][NH:15][C:3]2[CH:4]=[C:5]([C:6]([O:8][C:9]([CH3:11])([CH3:12])[CH3:10])=[O:7])[CH:13]=[CH:14][C:2]=2[O:1]1. The catalyst class is: 5. (2) Reactant: C[O:2][C:3]([CH:5]1[CH2:10][CH2:9][CH:8]([C:11]2[C:16]([Br:17])=[C:15]([N:18](COCC[Si](C)(C)C)COCC[Si](C)(C)C)[N:14]3[N:35]=[CH:36][C:37]([C:38]4[CH:39]=[N:40][C:41]5[C:46]([CH:47]=4)=[CH:45][CH:44]=[CH:43][CH:42]=5)=[C:13]3[N:12]=2)[CH2:7][CH2:6]1)=[O:4].CO.[OH-].[Na+].Cl. Product: [NH2:18][C:15]1[N:14]2[N:35]=[CH:36][C:37]([C:38]3[CH:39]=[N:40][C:41]4[C:46]([CH:47]=3)=[CH:45][CH:44]=[CH:43][CH:42]=4)=[C:13]2[N:12]=[C:11]([CH:8]2[CH2:7][CH2:6][CH:5]([C:3]([OH:4])=[O:2])[CH2:10][CH2:9]2)[C:16]=1[Br:17]. The catalyst class is: 6.